Dataset: Forward reaction prediction with 1.9M reactions from USPTO patents (1976-2016). Task: Predict the product of the given reaction. (1) Given the reactants [Cl:1][C:2]1[C:3]([NH:23][C:24]23[C:30]([CH3:32])([CH3:31])[C:27]([CH3:33])([CH2:28][CH2:29]2)[C:26](=[O:34])[CH2:25]3)=[C:4]2[N:10]=[C:9]([C:11]3[CH:16]=[CH:15][C:14]([N:17]4[CH2:22][CH2:21][O:20][CH2:19][CH2:18]4)=[CH:13][CH:12]=3)[NH:8][C:5]2=[N:6][CH:7]=1.C(O)C.[BH4-].[Na+], predict the reaction product. The product is: [Cl:1][C:2]1[C:3]([NH:23][C:24]23[C:30]([CH3:31])([CH3:32])[C:27]([CH3:33])([CH2:28][CH2:29]2)[CH:26]([OH:34])[CH2:25]3)=[C:4]2[N:10]=[C:9]([C:11]3[CH:16]=[CH:15][C:14]([N:17]4[CH2:22][CH2:21][O:20][CH2:19][CH2:18]4)=[CH:13][CH:12]=3)[NH:8][C:5]2=[N:6][CH:7]=1. (2) Given the reactants C(O[C:6]([N:8]1[CH2:13][CH2:12][N:11]([CH:14]2[C:23]3[C:18](=[CH:19][CH:20]=[C:21]([O:24][CH2:25][C:26]4[CH:31]=[CH:30][C:29]([N:32]5[CH2:37][CH2:36][O:35][CH2:34][CH2:33]5)=[CH:28][CH:27]=4)[CH:22]=3)[CH2:17][CH2:16][CH2:15]2)[CH2:10][CH2:9]1)=O)(C)(C)C.[H-].[Al+3].[Li+].[H-].[H-].[H-], predict the reaction product. The product is: [CH3:6][N:8]1[CH2:13][CH2:12][N:11]([CH:14]2[C:23]3[CH:22]=[C:21]([O:24][CH2:25][C:26]4[CH:31]=[CH:30][C:29]([N:32]5[CH2:33][CH2:34][O:35][CH2:36][CH2:37]5)=[CH:28][CH:27]=4)[CH:20]=[CH:19][C:18]=3[CH2:17][CH2:16][CH2:15]2)[CH2:10][CH2:9]1. (3) Given the reactants Cl[C:2]1[CH:7]=[C:6]([N:8]2[CH2:13][CH2:12][O:11][CH:10]([C:14]3[NH:15][CH:16]=[C:17]([C:19]4[CH:24]=[CH:23][CH:22]=[CH:21][C:20]=4[Cl:25])[N:18]=3)[CH2:9]2)[N:5]=[C:4]([NH2:26])[N:3]=1.[F:27][C:28]1[CH:35]=[C:34](B2OC(C)(C)C(C)(C)O2)[CH:33]=[CH:32][C:29]=1[C:30]#[N:31].C([O-])([O-])=O.[Na+].[Na+].CC#N, predict the reaction product. The product is: [NH2:26][C:4]1[N:3]=[C:2]([C:34]2[CH:33]=[CH:32][C:29]([C:30]#[N:31])=[C:28]([F:27])[CH:35]=2)[CH:7]=[C:6]([N:8]2[CH2:13][CH2:12][O:11][CH:10]([C:14]3[NH:15][CH:16]=[C:17]([C:19]4[CH:24]=[CH:23][CH:22]=[CH:21][C:20]=4[Cl:25])[N:18]=3)[CH2:9]2)[N:5]=1. (4) The product is: [CH:1]1([CH2:6][CH2:7][C:8](=[CH:27][N:28]([CH3:30])[CH3:29])[C:9]([C:11]2[CH:16]=[C:15]([O:17][CH3:18])[C:14]([CH3:19])=[CH:13][C:12]=2[O:20][CH3:21])=[O:10])[CH2:5][CH2:4][CH2:3][CH2:2]1. Given the reactants [CH:1]1([CH2:6][CH2:7][CH2:8][C:9]([C:11]2[CH:16]=[C:15]([O:17][CH3:18])[C:14]([CH3:19])=[CH:13][C:12]=2[O:20][CH3:21])=[O:10])[CH2:5][CH2:4][CH2:3][CH2:2]1.C(O[CH:27](N(C)C)[N:28]([CH3:30])[CH3:29])(C)(C)C, predict the reaction product. (5) Given the reactants C1(S([N:10]2[C:14]3=[N:15][CH:16]=[C:17]([O:19][CH3:20])[CH:18]=[C:13]3[CH:12]=[C:11]2[C:21]([C:29]2[CH:34]=[CH:33][C:32]([C:35]([F:38])([F:37])[F:36])=[CH:31][CH:30]=2)=[CH:22][CH:23]2[CH2:28][CH2:27][O:26][CH2:25][CH2:24]2)(=O)=O)C=CC=CC=1.[F-].C([N+](CCCC)(CCCC)CCCC)CCC, predict the reaction product. The product is: [CH3:20][O:19][C:17]1[CH:18]=[C:13]2[CH:12]=[C:11]([C:21]([C:29]3[CH:30]=[CH:31][C:32]([C:35]([F:38])([F:37])[F:36])=[CH:33][CH:34]=3)=[CH:22][CH:23]3[CH2:24][CH2:25][O:26][CH2:27][CH2:28]3)[NH:10][C:14]2=[N:15][CH:16]=1. (6) The product is: [Cl:1][C:2]1[CH:3]=[C:4]([NH:9][C:10](=[O:19])[CH2:11][C:12]2[CH:17]=[CH:16][CH:15]=[C:14]([O:18][CH2:26][C:27]3[CH:32]=[CH:31][CH:30]=[CH:29][CH:28]=3)[CH:13]=2)[CH:5]=[CH:6][C:7]=1[Cl:8]. Given the reactants [Cl:1][C:2]1[CH:3]=[C:4]([NH:9][C:10](=[O:19])[CH2:11][C:12]2[CH:17]=[CH:16][CH:15]=[C:14]([OH:18])[CH:13]=2)[CH:5]=[CH:6][C:7]=1[Cl:8].C(=O)([O-])[O-].[K+].[K+].[CH2:26](Br)[C:27]1[CH:32]=[CH:31][CH:30]=[CH:29][CH:28]=1, predict the reaction product.